From a dataset of TCR-epitope binding with 47,182 pairs between 192 epitopes and 23,139 TCRs. Binary Classification. Given a T-cell receptor sequence (or CDR3 region) and an epitope sequence, predict whether binding occurs between them. (1) The epitope is NLSALGIFST. The TCR CDR3 sequence is CASSQTERGGLDEQFF. Result: 0 (the TCR does not bind to the epitope). (2) The epitope is ELAGIGILTV. The TCR CDR3 sequence is CASSQEEGAYNSPLHF. Result: 1 (the TCR binds to the epitope). (3) The epitope is VVYRGTTTY. The TCR CDR3 sequence is CASSSPGQGTEAFF. Result: 0 (the TCR does not bind to the epitope). (4) The epitope is HTTDPSFLGRY. The TCR CDR3 sequence is CASSYRDYPNYNEQFF. Result: 1 (the TCR binds to the epitope). (5) The epitope is YIFFASFYY. The TCR CDR3 sequence is CASSLQVASPIFSYEQYF. Result: 1 (the TCR binds to the epitope). (6) The epitope is RPHERNGFTVL. The TCR CDR3 sequence is CASSIRDAGNQPQHF. Result: 0 (the TCR does not bind to the epitope).